This data is from Reaction yield outcomes from USPTO patents with 853,638 reactions. The task is: Predict the reaction yield, written as a fraction of the theoretical maximum amount of product (1.0 means a 100% yield; for example, 0.34 means a 34% yield). (1) The reactants are [F:1][C:2]([F:21])([C:14]1[CH:19]=[CH:18][C:17]([F:20])=[CH:16][CH:15]=1)[C:3]1[NH:4][C:5](=O)[C:6]2[CH:11]=[C:10]([CH3:12])[S:9][C:7]=2[N:8]=1.O=P(Cl)(Cl)[Cl:24]. No catalyst specified. The product is [Cl:24][C:5]1[C:6]2[CH:11]=[C:10]([CH3:12])[S:9][C:7]=2[N:8]=[C:3]([C:2]([F:21])([F:1])[C:14]2[CH:19]=[CH:18][C:17]([F:20])=[CH:16][CH:15]=2)[N:4]=1. The yield is 0.890. (2) The reactants are [CH3:1][C:2]1[C:6]2[C:7](=[O:18])[N:8]([CH2:11][CH2:12][N:13]3[CH2:17][CH2:16][CH2:15][CH2:14]3)[CH2:9][CH2:10][C:5]=2[NH:4][C:3]=1[CH:19]=O.[F:21][C:22]1[CH:23]=[C:24]2[C:28](=[CH:29][C:30]=1[NH:31][C:32](=[O:36])[CH2:33][O:34][CH3:35])[NH:27][C:26](=[O:37])[CH2:25]2. No catalyst specified. The product is [F:21][C:22]1[CH:23]=[C:24]2[C:28](=[CH:29][C:30]=1[NH:31][C:32](=[O:36])[CH2:33][O:34][CH3:35])[NH:27][C:26](=[O:37])[C:25]2=[CH:19][C:3]1[NH:4][C:5]2[CH2:10][CH2:9][N:8]([CH2:11][CH2:12][N:13]3[CH2:14][CH2:15][CH2:16][CH2:17]3)[C:7](=[O:18])[C:6]=2[C:2]=1[CH3:1]. The yield is 0.817.